This data is from Forward reaction prediction with 1.9M reactions from USPTO patents (1976-2016). The task is: Predict the product of the given reaction. (1) Given the reactants [Cl-].[Li+].O.[CH:4]([O-:6])=[O:5].[Li+].I[C:9]1[C:17]2[C:16]([CH:18]=[O:19])=[CH:15][CH:14]=[N:13][C:12]=2[N:11]([S:20]([C:23]2[CH:29]=[CH:28][C:26]([CH3:27])=[CH:25][CH:24]=2)(=[O:22])=[O:21])[CH:10]=1.C(OC(=O)C)(=O)C.CCN(C(C)C)C(C)C, predict the reaction product. The product is: [CH:18]([C:16]1[CH:15]=[CH:14][N:13]=[C:12]2[N:11]([S:20]([C:23]3[CH:29]=[CH:28][C:26]([CH3:27])=[CH:25][CH:24]=3)(=[O:22])=[O:21])[CH:10]=[C:9]([C:4]([OH:6])=[O:5])[C:17]=12)=[O:19]. (2) Given the reactants [CH:1]1([N:4]2[C:13]3[C:8](=[CH:9][C:10]([F:24])=[C:11]([C:14]4[S:15][C:16]5[CH2:22][CH2:21][CH2:20][C:19](=[O:23])[C:17]=5[CH:18]=4)[N:12]=3)[C:7](=[O:25])[C:6]([C:26]([O:28]CC)=[O:27])=[CH:5]2)[CH2:3][CH2:2]1.Cl, predict the reaction product. The product is: [CH:1]1([N:4]2[C:13]3[C:8](=[CH:9][C:10]([F:24])=[C:11]([C:14]4[S:15][C:16]5[CH2:22][CH2:21][CH2:20][C:19](=[O:23])[C:17]=5[CH:18]=4)[N:12]=3)[C:7](=[O:25])[C:6]([C:26]([OH:28])=[O:27])=[CH:5]2)[CH2:2][CH2:3]1. (3) The product is: [C:1]([O:5][C:6]([C:8]1[C:17]([NH2:18])=[CH:16][C:15]2[C:10](=[CH:11][C:12]([O:27][CH3:28])=[C:13]([OH:19])[CH:14]=2)[CH:9]=1)=[O:7])([CH3:4])([CH3:3])[CH3:2]. Given the reactants [C:1]([O:5][C:6]([C:8]1[C:17]([NH2:18])=[CH:16][C:15]2[C:10](=[CH:11][C:12]([O:27][CH3:28])=[C:13]([O:19]CC3C=CC=CC=3)[CH:14]=2)[CH:9]=1)=[O:7])([CH3:4])([CH3:3])[CH3:2], predict the reaction product. (4) Given the reactants [O:1]=[C:2]1[NH:7][CH:6]=[CH:5][N:4]([S:8]([C:11]2[CH:17]=[CH:16][C:14]([CH3:15])=[CH:13][CH:12]=2)(=[O:10])=[O:9])[C@@H:3]1[CH2:18][C:19]([OH:21])=O.[N:22]1([CH2:28][CH2:29][C:30]2[CH:31]=[C:32]3[C:37](=[CH:38][CH:39]=2)[C@H:36]([NH2:40])[CH2:35][CH2:34][CH2:33]3)[CH2:27][CH2:26][CH2:25][CH2:24][CH2:23]1.C1C=CC2N(O)N=NC=2C=1.CCN=C=NCCCN(C)C, predict the reaction product. The product is: [O:1]=[C:2]1[NH:7][CH:6]=[CH:5][N:4]([S:8]([C:11]2[CH:17]=[CH:16][C:14]([CH3:15])=[CH:13][CH:12]=2)(=[O:9])=[O:10])[C@@H:3]1[CH2:18][C:19]([NH:40][C@H:36]1[C:37]2[C:32](=[CH:31][C:30]([CH2:29][CH2:28][N:22]3[CH2:27][CH2:26][CH2:25][CH2:24][CH2:23]3)=[CH:39][CH:38]=2)[CH2:33][CH2:34][CH2:35]1)=[O:21]. (5) The product is: [OH:24][C:25]1[CH:30]=[CH:29][C:28]([C:10]2[CH:11]=[C:6]([C:4]([OH:3])=[O:5])[C:7]3[C:15]([CH:16]=[CH2:17])=[N:14][N:13]([CH:18]4[CH2:23][CH2:22][CH2:21][CH2:20][O:19]4)[C:8]=3[N:9]=2)=[CH:27][CH:26]=1. Given the reactants C([O:3][C:4]([C:6]1[C:7]2[C:15]([CH:16]=[CH2:17])=[N:14][N:13]([CH:18]3[CH2:23][CH2:22][CH2:21][CH2:20][O:19]3)[C:8]=2[N:9]=[C:10](Cl)[CH:11]=1)=[O:5])C.[OH:24][C:25]1[CH:30]=[CH:29][C:28](B(O)O)=[CH:27][CH:26]=1.C(=O)([O-])[O-].[Cs+].[Cs+], predict the reaction product. (6) Given the reactants [Cl:1][C:2]1[N:7]=[N:6][C:5]([NH:8][NH2:9])=[CH:4][CH:3]=1.[OH-].[K+].[C:12](=S)=[S:13], predict the reaction product. The product is: [Cl:1][C:2]1[CH:3]=[CH:4][C:5]2[N:6]([C:12]([SH:13])=[N:9][N:8]=2)[N:7]=1. (7) Given the reactants C(=O)([O-])[O-].[K+].[K+].C([O:10][C:11]1[CH:19]=[C:18]([C:20]([O:22][CH2:23][CH3:24])=[O:21])[CH:17]=[C:16]2[C:12]=1[CH:13]=[CH:14][N:15]2[CH:25]1[CH2:27][CH2:26]1)(=O)C, predict the reaction product. The product is: [CH:25]1([N:15]2[C:16]3[C:12](=[C:11]([OH:10])[CH:19]=[C:18]([C:20]([O:22][CH2:23][CH3:24])=[O:21])[CH:17]=3)[CH:13]=[CH:14]2)[CH2:26][CH2:27]1. (8) Given the reactants [C:1]([O:5][C:6]([O:8][NH:9][CH2:10][CH2:11][C:12]1[CH:17]=[CH:16][C:15]([OH:18])=[CH:14][CH:13]=1)=[O:7])([CH3:4])([CH3:3])[CH3:2].CCN(CC)CC.[CH3:26][N:27]([CH3:31])[C:28](Cl)=[O:29].CCOC(C)=O, predict the reaction product. The product is: [C:1]([O:5][C:6]([O:8][NH:9][CH2:10][CH2:11][C:12]1[CH:13]=[CH:14][C:15]([O:18][C:28]([N:27]([CH3:31])[CH3:26])=[O:29])=[CH:16][CH:17]=1)=[O:7])([CH3:4])([CH3:2])[CH3:3]. (9) The product is: [Br:10][C:11]1[C:19]2[C:18]([N:33]3[CH2:34][CH2:35][C:30]([CH2:29][N:28]=[C:27]([C:21]4[CH:22]=[CH:23][CH:24]=[CH:25][CH:26]=4)[C:48]4[CH:49]=[CH:50][CH:51]=[CH:52][CH:53]=4)([C:36]4[CH:41]=[CH:40][CH:39]=[C:38]([C:42]5[CH:43]=[N:44][N:45]([CH3:47])[CH:46]=5)[CH:37]=4)[CH2:31][CH2:32]3)=[N:17][CH:16]=[N:15][C:14]=2[NH:13][CH:12]=1. Given the reactants C(N(C(C)C)C(C)C)C.[Br:10][C:11]1[C:19]2[C:18](Cl)=[N:17][CH:16]=[N:15][C:14]=2[NH:13][CH:12]=1.[C:21]1([C:27]([C:48]2[CH:53]=[CH:52][CH:51]=[CH:50][CH:49]=2)=[N:28][CH2:29][C:30]2([C:36]3[CH:41]=[CH:40][CH:39]=[C:38]([C:42]4[CH:43]=[N:44][N:45]([CH3:47])[CH:46]=4)[CH:37]=3)[CH2:35][CH2:34][NH:33][CH2:32][CH2:31]2)[CH:26]=[CH:25][CH:24]=[CH:23][CH:22]=1, predict the reaction product.